Binary Classification. Given a drug SMILES string, predict its activity (active/inactive) in a high-throughput screening assay against a specified biological target. From a dataset of Orexin1 receptor HTS with 218,158 compounds and 233 confirmed actives. (1) The molecule is Fc1ccc(CNC(=O)CCC(=O)N2CC3CC(C2)c2n(C3)c(=O)ccc2)cc1. The result is 0 (inactive). (2) The result is 0 (inactive). The molecule is s1c(C\2N(CCN(C)C)C(=O)C(=O)C2=C(/O)c2ccc(OCC=C)cc2)ccc1. (3) The molecule is O1c2cc(CCNC(=O)/C=C\c3cc(OC)ccc3)ccc2OCC1. The result is 0 (inactive). (4) The drug is Oc1c(C(C)C)cc(N\C=C2\C(=O)C=CC=C2)c(c1)C. The result is 0 (inactive).